Dataset: CYP2C9 inhibition data for predicting drug metabolism from PubChem BioAssay. Task: Regression/Classification. Given a drug SMILES string, predict its absorption, distribution, metabolism, or excretion properties. Task type varies by dataset: regression for continuous measurements (e.g., permeability, clearance, half-life) or binary classification for categorical outcomes (e.g., BBB penetration, CYP inhibition). Dataset: cyp2c9_veith. (1) The molecule is Cc1nc2c([nH]1)c(=O)n(C)c(=O)n2Cc1ccco1. The result is 0 (non-inhibitor). (2) The compound is CCn1c(=O)[nH]c2cc(Cl)c(Cl)cc21. The result is 0 (non-inhibitor). (3) The molecule is C[C@@]12CC[C@@H]3c4ccc(OP(=O)(O)O)cc4CC[C@@H]3[C@H]1CCC2=O. The result is 0 (non-inhibitor). (4) The compound is O=C1[C@H]2CC[C@@H]3/C(=N\OC[C@@H](O)COCc4ccco4)C[C@@H](O)[C@@H](O)[C@@H]3[C@@H]2C(=O)N1C1CCCCC1. The result is 0 (non-inhibitor). (5) The molecule is COc1ccccc1CN1CC2(CCN(C(=O)c3cnccn3)CC2)C1. The result is 0 (non-inhibitor).